This data is from B-cell epitopes from PDB crystal structures with 447 antigens. The task is: Token-level Classification. Given an antigen amino acid sequence, predict which amino acid positions are active epitope sites capable of antibody binding. Output is a list of indices for active positions. (1) Given the antigen sequence: YNVDTESALLYQGPHNTLFGYSVVLHSHGANRWLLVGAPTANWLANASVINPGAIYRCRIGKNPGQTCEQLQLGSPNGEPCGKTCLEERDNQWLGVTLSRQPGENGSIVTCGHRWKNIFYIKNENKLPTGGCYGVPPDLRTELSKRIAPCYQDYVKKFGENFASCQAGISSFYTKDLIVMGAPGSSYWTGSLFVYNITTNKYKAFLDKQNQVKFGSYLGYSVGAGHFRSQHTTEVVGGAPQHEQIGKAYIFSIDEKELNILHEMKGKKLGSYFGASVCAVDLNADGFSDLLVGAPMQSTIREEGRVFVYINSGSGAVMNAMETNLVGSDKYAARFGESIVNLGDIDNDGFEDVAIGAPQEDDLQGAIYIYNGRADGISSTFSQRIEGLQISKSLSMFGQSISGQIDADNNGYVDVAVGAFRSDSAVLLRTRPVVIVDASLSHPESVNRTKFDCVENGWPSVCIDLTLCFSYKGKEVPGYIVLFYNMSLDVNRKAESPPRF..., which amino acid positions are active epitope sites? The epitope positions are: [82, 144, 147, 148, 149, 150, 151, 153, 154, 159, 160, 161, 162, 192, 197, 198, 199, 200, 201, 203... (25 total positions)]. The amino acids at these positions are: KKAPCYQYVENFAFTTNKYALKEKE. (2) Given the antigen sequence: IWELKKDVYVVELDWYPDAPGEMVVLTCDTPEEDGITWTLDQSSEVLGSGKTLTIQVKEFGDAGQYTCHKGGEVLSHSLLLLHKKEDGIWSTDILKDQKEPKNKTFLRCEAKNYSGRFTCWWLTTISTDLTFSVKSSRGSSDPQGVTCGAATLSAERVRGDNKEYEYSVECQEDSACPAAEESLPIEVMVDAVHKLKYENYTSSFFIRDIIKPDPPKNLQLKPLKNSRQVEVSWEYPDTWSTPHSYFSLTFCVQVQKDRVFTDKTSATVICRSISVRAQDRYYSSSWSEWASVPC, which amino acid positions are active epitope sites? The epitope positions are: [14, 16, 17, 19, 22, 39, 41, 42, 44, 46, 53, 54, 55, 57, 58, 60, 61, 65]. The amino acids at these positions are: WPDPMLQSELTIQKEGDY. (3) Given the antigen sequence: REFNNLTKGLCTINSWHIYGKDNAVRIGEDSDVLVTREPYVSCDPDECRFYALSQGTTIRGKHSNGTIHDRSQYRDLISWPLSSPPTVYNSRVECIGWSSTSCHDGRARMSICISGPNNNASAVIWYNRRPVTEINTWARNILRTQESECVCQNGVCPVVFTDGSATGPAETRIYYFKEGKILKWEPLTGTAKHIEECSCYGEQAGVTCTCRDNWQGSNRPVIQIDPVAMTHTSQYICSPVLTDNPRPNDPTVGKCNDPYPGNNNNGVKGFSYLDGGNTWLGRTISIASRSGYEMLKVPNALTDDRSKPTQGQTIVLNTDWSGYSGSFMDYWAEGECYRACFYVELIRGRPKEDKVWWTSNSIVSMCSSTEFLGQWNWPDGAKIEYFL, which amino acid positions are active epitope sites? The epitope positions are: [247, 248, 249, 250, 251, 259, 260, 261, 262, 263, 264, 267, 284, 285, 286, 287, 288, 289, 290, 292... (28 total positions)]. The amino acids at these positions are: PNDPTYPGNNNVISIASRSYNTDWGKED. (4) Given the antigen sequence: GPHSLRYFVTAVSRPGLGEPRYMEVGYVDDTEFVRFDSDAENPRYEPRARWMEQEGPEYWERETQKAKGNEQSFRVDLRTLLGYYNQSKGGSHTIQVISGCEVGSDGRLLRGYQQYAYDGCDYIALNEDLKTWTAADMAALITKHKWEQAGEAERLRAYLEGTCVEWLRRYLKNGNATLLRTDSPKAHVTHHSRPEDKVTLRCWALGFYPADITLTWQLNGEELIQDMELVETRPAGDGTFQKWASVVVPLGKEQYYTCHVYHQGLPEPLTLRW, which amino acid positions are active epitope sites? The epitope positions are: [61, 64, 67, 71, 72, 74, 75, 78, 79, 145, 148, 149, 153, 154, 157, 158, 161, 162, 165]. The amino acids at these positions are: RQKQSRVRTKQAERAYGTE. (5) Given the antigen sequence: QEPLYPVQVSSADARLMVFDKTEGTWRLLCSSRSNARVAGLSCEEMGFLRALTHSELDVRTAGANGTSGFFCVDEGRLPHTQRLLEVISVCDCPRGRFLAAICQDCGRRKLTSLGRWPWQVSLRYDGAHLCGGSLLSGDWVLTAAHCFPERNRVLSRWRVFAGAVAQASPHGLQLGVQAVVYHGGYLPFRDPNSEENSNDIALVHLSSPLPLTEYIQPVCLPAAGQALVDGKICTVTGWGVLQEARVPIISNDVCNGADFYGNQIKPKMFCAGYPGDSGGPFVCEDSISRTPRWRLCGIVSWAQKPGVYTKVSDFREWIFQAIKTHSEASGMVTQ, which amino acid positions are active epitope sites? The epitope positions are: [194, 249, 252, 253, 255, 256, 257, 258, 259, 260, 261, 262, 263, 265, 273, 302, 303, 304, 305]. The amino acids at these positions are: EIDVNGADFYGNQKYAQKP. (6) Given the antigen sequence: RVQFRVRAVIDHLGMRVFGVFLIFLDIILMIIDLSLPGKSESSQSFYDGMALALSCYFMLDLGLRIFAYGPKNFFTNPWEVADGLIIVVTFVVTIFYTVLDEYVQETGADGLGELVVLARLLRVVRLARIF, which amino acid positions are active epitope sites? The epitope positions are: [100, 101, 103, 104, 105, 107, 108, 109, 110, 111, 112, 113, 114, 115, 116, 117]. The amino acids at these positions are: DEVQEGADGLGELVVL.